From a dataset of Forward reaction prediction with 1.9M reactions from USPTO patents (1976-2016). Predict the product of the given reaction. (1) Given the reactants Cl[C:2]1[CH:9]=[C:8]([CH3:10])[CH:7]=[CH:6][C:3]=1[C:4]#N.Br[CH2:12][Mg].[ClH:14].[OH-:15].[Na+], predict the reaction product. The product is: [Cl:14][C:2]1[CH:9]=[C:8]([CH3:10])[CH:7]=[CH:6][C:3]=1[C:4](=[O:15])[CH3:12]. (2) Given the reactants [CH3:1][O:2][C:3](=[O:19])[CH2:4]P(OCC(F)(F)F)(OCC(F)(F)F)=O.C[Si]([N-][Si](C)(C)C)(C)C.[K+].[Br:30][C:31]1[CH:32]=[C:33]([CH:36]=O)[S:34][CH:35]=1.[NH4+].[Cl-], predict the reaction product. The product is: [CH3:1][O:2][C:3](=[O:19])[CH:4]=[CH:36][C:33]1[S:34][CH:35]=[C:31]([Br:30])[CH:32]=1.